This data is from Catalyst prediction with 721,799 reactions and 888 catalyst types from USPTO. The task is: Predict which catalyst facilitates the given reaction. (1) Reactant: [F:1][C:2]1[C:7]([CH2:8][OH:9])=[CH:6][CH:5]=[C:4]([F:10])[N:3]=1.N1C=CN=C1.[C:16]([Si:20]([C:28]1[CH:33]=[CH:32][CH:31]=[CH:30][CH:29]=1)([C:22]1[CH:27]=[CH:26][CH:25]=[CH:24][CH:23]=1)Cl)([CH3:19])([CH3:18])[CH3:17].Cl. Product: [Si:20]([O:9][CH2:8][C:7]1[C:2]([F:1])=[N:3][C:4]([F:10])=[CH:5][CH:6]=1)([C:16]([CH3:19])([CH3:18])[CH3:17])([C:28]1[CH:29]=[CH:30][CH:31]=[CH:32][CH:33]=1)[C:22]1[CH:27]=[CH:26][CH:25]=[CH:24][CH:23]=1. The catalyst class is: 4. (2) Reactant: [NH:1]1[CH2:5][CH2:4][CH2:3][CH:2]1[CH2:6][OH:7].C(=O)([O-])[O-].[K+].[K+].[Si:14]([O:21][C:22]1[C:30]2[N:29]=[C:28]([CH:31]([F:33])[F:32])[N:27]([C:34]3[N:39]=[C:38](Cl)[CH:37]=[C:36]([Cl:41])[N:35]=3)[C:26]=2[CH:25]=[CH:24][CH:23]=1)([C:17]([CH3:20])([CH3:19])[CH3:18])([CH3:16])[CH3:15].O. Product: [Si:14]([O:21][C:22]1[C:30]2[N:29]=[C:28]([CH:31]([F:33])[F:32])[N:27]([C:34]3[N:39]=[C:38]([N:1]4[CH2:5][CH2:4][CH2:3][CH:2]4[CH2:6][OH:7])[CH:37]=[C:36]([Cl:41])[N:35]=3)[C:26]=2[CH:25]=[CH:24][CH:23]=1)([C:17]([CH3:18])([CH3:19])[CH3:20])([CH3:16])[CH3:15]. The catalyst class is: 3. (3) Reactant: Cl.[CH3:2][O:3][C:4]1[C:9]2[N:10]=[C:11]([C:13]3[NH:22][C:16]4[CH2:17][CH2:18][NH:19][CH2:20][CH2:21][C:15]=4[N:14]=3)[S:12][C:8]=2[C:7]([N:23]2[CH2:28][CH2:27][O:26][CH2:25][CH2:24]2)=[CH:6][CH:5]=1.C(N(C(C)C)C(C)C)C.[C:38]1([CH3:47])[C:39]([C:44](Cl)=[O:45])=[CH:40][CH:41]=[CH:42][CH:43]=1. Product: [CH3:2][O:3][C:4]1[C:9]2[N:10]=[C:11]([C:13]3[NH:22][C:16]4[CH2:17][CH2:18][N:19]([C:44]([C:39]5[CH:40]=[CH:41][CH:42]=[CH:43][C:38]=5[CH3:47])=[O:45])[CH2:20][CH2:21][C:15]=4[N:14]=3)[S:12][C:8]=2[C:7]([N:23]2[CH2:24][CH2:25][O:26][CH2:27][CH2:28]2)=[CH:6][CH:5]=1. The catalyst class is: 7.